From a dataset of Catalyst prediction with 721,799 reactions and 888 catalyst types from USPTO. Predict which catalyst facilitates the given reaction. (1) Reactant: [NH2:1][C:2]1[C:7]([C:8]#[N:9])=[C:6]([C:10]2[CH:15]=[CH:14][C:13]([O:16][CH2:17][CH2:18][OH:19])=[CH:12][CH:11]=2)[C:5]([C:20]#[N:21])=[C:4]([S:22][CH2:23][C:24]2[N:25]=[C:26]([C:29]3[CH:34]=[CH:33][C:32]([Cl:35])=[CH:31][CH:30]=3)[S:27][CH:28]=2)[N:3]=1.C([NH:43][C@@H:44]([C:56](O)=[O:57])[CH2:45][CH2:46][CH2:47][NH:48]C(OC(C)(C)C)=O)(OC(C)(C)C)=O.[ClH:59].CN(C)CCCN=C=NCC.CN(C=O)C. Product: [ClH:35].[ClH:59].[NH2:43][C@@H:44]([C:56]([O:19][CH2:18][CH2:17][O:16][C:13]1[CH:12]=[CH:11][C:10]([C:6]2[C:5]([C:20]#[N:21])=[C:4]([S:22][CH2:23][C:24]3[N:25]=[C:26]([C:29]4[CH:30]=[CH:31][C:32]([Cl:35])=[CH:33][CH:34]=4)[S:27][CH:28]=3)[N:3]=[C:2]([NH2:1])[C:7]=2[C:8]#[N:9])=[CH:15][CH:14]=1)=[O:57])[CH2:45][CH2:46][CH2:47][NH2:48]. The catalyst class is: 119. (2) Reactant: [CH2:1]([C@@H:3]([C:8]1[CH:13]=[CH:12][CH:11]=[C:10]([O:14][CH2:15][C:16]2[CH:21]=[CH:20][CH:19]=[CH:18][CH:17]=2)[CH:9]=1)[C@@H:4]([CH3:7])[CH2:5]O)[CH3:2].S(Cl)([Cl:24])=O. Product: [Cl:24][CH2:5][C@H:4]([CH3:7])[C@H:3]([C:8]1[CH:13]=[CH:12][CH:11]=[C:10]([O:14][CH2:15][C:16]2[CH:21]=[CH:20][CH:19]=[CH:18][CH:17]=2)[CH:9]=1)[CH2:1][CH3:2]. The catalyst class is: 120. (3) Product: [C:22]([O:26][C:27](=[O:51])[CH2:28][CH2:29][N:30]([C:44]([O:46][C:47]([CH3:50])([CH3:49])[CH3:48])=[O:45])[CH2:31][C:32]([N:34]1[C:42]2[C:37](=[CH:38][C:39]([O:43][CH2:11][C:10]3[CH:13]=[CH:14][C:7]([CH:1]4[CH2:6][CH2:5][CH2:4][CH2:3][CH2:2]4)=[CH:8][C:9]=3[F:15])=[CH:40][CH:41]=2)[CH2:36][CH2:35]1)=[O:33])([CH3:25])([CH3:24])[CH3:23]. Reactant: [CH:1]1([C:7]2[CH:14]=[CH:13][C:10]([CH2:11]Cl)=[C:9]([F:15])[CH:8]=2)[CH2:6][CH2:5][CH2:4][CH2:3][CH2:2]1.C(=O)([O-])[O-].[K+].[K+].[C:22]([O:26][C:27](=[O:51])[CH2:28][CH2:29][N:30]([C:44]([O:46][C:47]([CH3:50])([CH3:49])[CH3:48])=[O:45])[CH2:31][C:32]([N:34]1[C:42]2[C:37](=[CH:38][C:39]([OH:43])=[CH:40][CH:41]=2)[CH2:36][CH2:35]1)=[O:33])([CH3:25])([CH3:24])[CH3:23]. The catalyst class is: 3. (4) Reactant: [OH:1][CH:2]1[C:6]([CH3:8])([CH3:7])[CH2:5]C[C:3]1=[O:9].[CH:10]1([NH2:16])[CH2:15][CH2:14][CH2:13][CH2:12][CH2:11]1.O.C1(C)C(S(O)(=O)=[O:25])=CC=CC=1. Product: [CH:10]1([NH:16][C:3](=[O:9])[CH:2]([OH:1])[C:6]([CH3:7])([CH3:8])[CH2:5][OH:25])[CH2:15][CH2:14][CH2:13][CH2:12][CH2:11]1. The catalyst class is: 14. (5) Product: [CH3:1][C:2]1[CH:3]=[C:4]([CH:19]=[C:20]([CH3:22])[CH:21]=1)[CH2:5][O:6][C:7]1[CH:8]=[C:9]([CH2:13][C:14]([OH:16])=[O:15])[CH:10]=[CH:11][CH:12]=1. Reactant: [CH3:1][C:2]1[CH:3]=[C:4]([CH:19]=[C:20]([CH3:22])[CH:21]=1)[CH2:5][O:6][C:7]1[CH:8]=[C:9]([CH2:13][C:14]([O:16]CC)=[O:15])[CH:10]=[CH:11][CH:12]=1.[OH-].[Na+]. The catalyst class is: 8.